Dataset: SARS-CoV-2 main protease (3CLPro) crystallographic fragment screen with 879 compounds. Task: Binary Classification. Given a drug SMILES string, predict its activity (active/inactive) in a high-throughput screening assay against a specified biological target. (1) The result is 0 (inactive). The compound is CC(=O)NC(CC(=O)O)C(=O)NCC#CBr. (2) The drug is O=C(CCl)N1CCCC(c2nc3ccccc3s2)C1. The result is 1 (active). (3) The molecule is CC[C@H](CO)NC(=O)Nc1ccc(Cl)cc1. The result is 0 (inactive). (4) The molecule is CS(=O)(=O)NC1CCCC1. The result is 0 (inactive). (5) The drug is O=C(Nc1ccc(O)cc1)c1ccc(Cl)cc1. The result is 0 (inactive). (6) The compound is Cc1cncc(NCc2ccncc2)c1. The result is 0 (inactive). (7) The molecule is CC(C)(N)CN1CCCC1. The result is 0 (inactive). (8) The molecule is CC1CN(Cc2nnsc2Cl)C(C)CO1. The result is 0 (inactive).